Dataset: Reaction yield outcomes from USPTO patents with 853,638 reactions. Task: Predict the reaction yield, written as a fraction of the theoretical maximum amount of product (1.0 means a 100% yield; for example, 0.34 means a 34% yield). (1) The reactants are ICI.[CH2:4]([Zn]CC)C.[CH2:9]([O:11][C:12](=[O:40])[CH2:13][N:14]1[C:22]2[CH2:21][CH2:20][CH2:19][C@@H:18]([NH:23][S:24]([C:27]3[CH:32]=[C:31]([C:33]([F:36])([F:35])[F:34])[CH:30]=[C:29]([C:37]([CH3:39])=[CH2:38])[CH:28]=3)(=[O:26])=[O:25])[C:17]=2[CH:16]=[N:15]1)[CH3:10].[Cl-].[NH4+]. The catalyst is C1(C)C=CC=CC=1. The product is [CH2:9]([O:11][C:12](=[O:40])[CH2:13][N:14]1[C:22]2[CH2:21][CH2:20][CH2:19][C@@H:18]([NH:23][S:24]([C:27]3[CH:32]=[C:31]([C:33]([F:35])([F:36])[F:34])[CH:30]=[C:29]([C:37]4([CH3:4])[CH2:39][CH2:38]4)[CH:28]=3)(=[O:26])=[O:25])[C:17]=2[CH:16]=[N:15]1)[CH3:10]. The yield is 0.180. (2) The reactants are [C:1]1([S:7][CH2:8][CH:9]([CH2:18][C:19]2[O:23][N:22]=[C:21]([CH2:24][CH2:25][CH2:26][CH2:27][NH:28][C:29]3[CH:34]=[CH:33][CH:32]=[CH:31][N:30]=3)[N:20]=2)[CH2:10][C:11]([O:13]C(C)(C)C)=[O:12])[CH:6]=[CH:5][CH:4]=[CH:3][CH:2]=1.[C:35]([OH:41])([C:37]([F:40])([F:39])[F:38])=[O:36]. The catalyst is ClCCl. The product is [F:38][C:37]([F:40])([F:39])[C:35]([OH:41])=[O:36].[C:1]1([S:7][CH2:8][CH:9]([CH2:18][C:19]2[O:23][N:22]=[C:21]([CH2:24][CH2:25][CH2:26][CH2:27][NH:28][C:29]3[CH:34]=[CH:33][CH:32]=[CH:31][N:30]=3)[N:20]=2)[CH2:10][C:11]([OH:13])=[O:12])[CH:6]=[CH:5][CH:4]=[CH:3][CH:2]=1. The yield is 0.990.